Dataset: Forward reaction prediction with 1.9M reactions from USPTO patents (1976-2016). Task: Predict the product of the given reaction. (1) Given the reactants [CH2:1]([OH:8])[C:2]1[CH:7]=[CH:6][CH:5]=[CH:4][CH:3]=1.[H-].[Na+].F[C:12]1[CH:17]=[CH:16][C:15]([O:18][CH3:19])=[CH:14][C:13]=1[C:20]([F:23])([F:22])[F:21], predict the reaction product. The product is: [CH2:1]([O:8][C:12]1[CH:17]=[CH:16][C:15]([O:18][CH3:19])=[CH:14][C:13]=1[C:20]([F:21])([F:22])[F:23])[C:2]1[CH:7]=[CH:6][CH:5]=[CH:4][CH:3]=1. (2) The product is: [Cl:1][C:2]1[CH:7]=[CH:6][C:5]([CH:8]([OH:25])[CH2:9][CH2:10][N:11]2[CH2:16][CH2:15][CH:14]([C:17]3[N:18]([CH2:23][CH3:24])[N:19]=[C:20]([CH3:22])[CH:21]=3)[CH2:13][CH2:12]2)=[CH:4][CH:3]=1. Given the reactants [Cl:1][C:2]1[CH:7]=[CH:6][C:5]([C:8](=[O:25])[CH2:9][CH2:10][N:11]2[CH2:16][CH2:15][CH:14]([C:17]3[N:18]([CH2:23][CH3:24])[N:19]=[C:20]([CH3:22])[CH:21]=3)[CH2:13][CH2:12]2)=[CH:4][CH:3]=1.[BH4-].[Na+], predict the reaction product. (3) Given the reactants C[C@:2]1([C:34]([OH:36])=[O:35])[CH2:7][CH2:6][C@:5](O)([C:8]2[S:9][C:10]([C:13]3[CH:18]=[C:17]([NH:19][C:20]4[N:25]=[C:24]([C:26]([F:29])([F:28])[F:27])[CH:23]=[CH:22][N:21]=4)[CH:16]=[C:15]([CH3:30])[CH:14]=3)=[CH:11][N:12]=2)[CH2:4][C:3]1([CH3:33])[CH3:32].O=P12OP3(OP(OP(O3)(O1)=O)(=O)O2)=O.[C:51](=O)(O)[O-].[Na+], predict the reaction product. The product is: [CH3:32][C:3]1([CH3:33])[CH:4]=[C:5]([C:8]2[S:9][C:10]([C:13]3[CH:18]=[C:17]([NH:19][C:20]4[N:25]=[C:24]([C:26]([F:27])([F:29])[F:28])[CH:23]=[CH:22][N:21]=4)[CH:16]=[C:15]([CH3:30])[CH:14]=3)=[CH:11][N:12]=2)[CH2:6][CH2:7][CH:2]1[C:34]([O:36][CH3:51])=[O:35]. (4) Given the reactants [CH2:1]([O:5][C:6]1[N:14]=[C:13]2[C:9]([N:10]=[C:11]([O:21]C)[N:12]2[CH2:15][CH2:16][CH2:17][CH2:18][CH2:19]Cl)=[C:8]([NH2:23])[N:7]=1)[CH2:2][CH2:3][CH3:4].CC#N.[N:27]1([CH2:33][CH2:34][OH:35])[CH2:32][CH2:31][NH:30][CH2:29][CH2:28]1.CCN(C(C)C)C(C)C.[I-].[Na+], predict the reaction product. The product is: [NH2:23][C:8]1[N:7]=[C:6]([O:5][CH2:1][CH2:2][CH2:3][CH3:4])[N:14]=[C:13]2[C:9]=1[NH:10][C:11](=[O:21])[N:12]2[CH2:15][CH2:16][CH2:17][CH2:18][CH2:19][N:30]1[CH2:31][CH2:32][N:27]([CH2:33][CH2:34][OH:35])[CH2:28][CH2:29]1. (5) Given the reactants [Cl:1][C:2]1[C:3]([OH:23])=[CH:4][CH:5]=[C:6]2[C:11]=1[C:10]([C:12]#[N:13])=[CH:9][C:8]([C:14]1[CH:19]=[CH:18][C:17]([O:20]C)=[C:16]([F:22])[CH:15]=1)=[CH:7]2.Cl.[NH+]1C=CC=CC=1, predict the reaction product. The product is: [Cl:1][C:2]1[C:3]([OH:23])=[CH:4][CH:5]=[C:6]2[C:11]=1[C:10]([C:12]#[N:13])=[CH:9][C:8]([C:14]1[CH:19]=[CH:18][C:17]([OH:20])=[C:16]([F:22])[CH:15]=1)=[CH:7]2. (6) Given the reactants Br[C:2]1[C:10]([O:11][CH3:12])=[C:9]([C:13]([CH3:16])([CH3:15])[CH3:14])[CH:8]=[C:7]2[C:3]=1[CH2:4][CH:5]([CH3:18])[C:6]2=[O:17].C([O-])([O-])=O.[Na+].[Na+].O.[CH:26]1[CH:31]=[CH:30][C:29](P([C:26]2[CH:31]=[CH:30][CH:29]=[CH:28][CH:27]=2)[C:26]2[CH:31]=[CH:30][CH:29]=[CH:28][CH:27]=2)=[CH:28][CH:27]=1, predict the reaction product. The product is: [C:13]([C:9]1[CH:8]=[C:7]2[C:3]([CH2:4][CH:5]([CH3:18])[C:6]2=[O:17])=[C:2]([C:26]2[CH:31]=[CH:30][CH:29]=[CH:28][CH:27]=2)[C:10]=1[O:11][CH3:12])([CH3:16])([CH3:15])[CH3:14]. (7) Given the reactants [ClH:1].C(OC([NH:9][CH2:10][CH2:11][NH:12][C:13]([C:15]1[N:16]([C:35]2[CH:40]=[CH:39][C:38]([O:41][CH:42]([CH3:44])[CH3:43])=[CH:37][CH:36]=2)[C:17]2[C:22]([CH:23]=1)=[CH:21][C:20]([O:24][C:25]1[CH:30]=[CH:29][C:28]([C:31]([F:34])([F:33])[F:32])=[CH:27][N:26]=1)=[CH:19][CH:18]=2)=[O:14])=O)(C)(C)C, predict the reaction product. The product is: [ClH:1].[ClH:1].[NH2:9][CH2:10][CH2:11][NH:12][C:13]([C:15]1[N:16]([C:35]2[CH:36]=[CH:37][C:38]([O:41][CH:42]([CH3:44])[CH3:43])=[CH:39][CH:40]=2)[C:17]2[C:22]([CH:23]=1)=[CH:21][C:20]([O:24][C:25]1[CH:30]=[CH:29][C:28]([C:31]([F:33])([F:32])[F:34])=[CH:27][N:26]=1)=[CH:19][CH:18]=2)=[O:14]. (8) Given the reactants FC1C=C[C:5]([CH2:6][NH:7][C:8](=[O:27])[CH2:9][N:10]2[CH2:14][CH2:13][N:12]([C:15]3[S:16][C:17]([C:21]([O:23]CC)=[O:22])=[C:18]([CH3:20])[N:19]=3)[C:11]2=[O:26])=[CH:4][CH:3]=1.CC1N=C(N2CCN(CC(=O)N3CCCC3)C2=O)SC=1C(OCC)=O, predict the reaction product. The product is: [CH3:20][C:18]1[N:19]=[C:15]([N:12]2[CH2:13][CH2:14][N:10]([CH2:9][C:8](=[O:27])[N:7]3[CH2:3][CH2:4][CH2:5][CH2:6]3)[C:11]2=[O:26])[S:16][C:17]=1[C:21]([OH:23])=[O:22]. (9) Given the reactants [CH2:1]([O:8][C:9]([N:11]1[CH2:16][CH2:15][N:14]([C:17]([CH:19]2[CH2:24][CH2:23][N:22](C(OC(C)(C)C)=O)[CH2:21][CH2:20]2)=[O:18])[CH2:13][CH2:12]1)=[O:10])[C:2]1[CH:7]=[CH:6][CH:5]=[CH:4][CH:3]=1.CO.C(Cl)(Cl)[Cl:35], predict the reaction product. The product is: [ClH:35].[NH:22]1[CH2:23][CH2:24][CH:19]([C:17]([N:14]2[CH2:13][CH2:12][N:11]([C:9]([O:8][CH2:1][C:2]3[CH:3]=[CH:4][CH:5]=[CH:6][CH:7]=3)=[O:10])[CH2:16][CH2:15]2)=[O:18])[CH2:20][CH2:21]1. (10) Given the reactants C([C@@H]1C(OC)=[N:8][C@@H:7]([C@@H:12]([O:23][CH3:24])[C:13]2[CH:18]=[CH:17][C:16]([C:19]([F:22])([F:21])[F:20])=[CH:15][CH:14]=2)[C:6]([O:25][CH3:26])=N1)(C)C.Cl.C1C[O:31]CC1, predict the reaction product. The product is: [NH2:8][C@@H:7]([C@@H:12]([O:23][CH3:24])[C:13]1[CH:18]=[CH:17][C:16]([C:19]([F:22])([F:21])[F:20])=[CH:15][CH:14]=1)[C:6]([O:25][CH3:26])=[O:31].